From a dataset of TCR-epitope binding with 47,182 pairs between 192 epitopes and 23,139 TCRs. Binary Classification. Given a T-cell receptor sequence (or CDR3 region) and an epitope sequence, predict whether binding occurs between them. (1) The epitope is LLFGYPVYV. The TCR CDR3 sequence is CSARESPGQGIFSPLHF. Result: 1 (the TCR binds to the epitope). (2) The epitope is PKYVKQNTLKLAT. The TCR CDR3 sequence is CASTFSPGTRSRDTQYF. Result: 1 (the TCR binds to the epitope). (3) The epitope is DATYQRTRALVR. The TCR CDR3 sequence is CASSSRVGDTGELFF. Result: 1 (the TCR binds to the epitope). (4) The epitope is KLNVGDYFV. The TCR CDR3 sequence is CASSKRSSDTQYF. Result: 0 (the TCR does not bind to the epitope).